Dataset: Full USPTO retrosynthesis dataset with 1.9M reactions from patents (1976-2016). Task: Predict the reactants needed to synthesize the given product. (1) Given the product [Cl:22][C:23]1[CH:24]=[C:25]([O:36][S:37]([C:40]([F:42])([F:43])[F:41])(=[O:39])=[O:38])[CH:26]=[C:27]([Cl:35])[C:28]=1[CH2:29][CH:10]1[CH2:11][CH2:12][N:8]([C@H:5]2[CH2:6][CH2:7][C@H:2]([F:1])[CH2:3][CH2:4]2)[C:9]1=[O:13], predict the reactants needed to synthesize it. The reactants are: [F:1][C@H:2]1[CH2:7][CH2:6][C@H:5]([N:8]2[CH2:12][CH2:11][CH2:10][C:9]2=[O:13])[CH2:4][CH2:3]1.[Li+].CC([N-]C(C)C)C.[Cl:22][C:23]1[CH:24]=[C:25]([O:36][S:37]([C:40]([F:43])([F:42])[F:41])(=[O:39])=[O:38])[CH:26]=[C:27]([Cl:35])[C:28]=1[CH2:29]OS(C)(=O)=O. (2) Given the product [Cl:11][C:4]1[N:3]=[C:2]([NH:20][C:17]2[CH:16]=[C:15]([CH:12]3[CH2:14][CH2:13]3)[NH:19][N:18]=2)[C:7]([N+:8]([O-:10])=[O:9])=[CH:6][CH:5]=1, predict the reactants needed to synthesize it. The reactants are: Cl[C:2]1[C:7]([N+:8]([O-:10])=[O:9])=[CH:6][CH:5]=[C:4]([Cl:11])[N:3]=1.[CH:12]1([C:15]2[NH:19][N:18]=[C:17]([NH2:20])[CH:16]=2)[CH2:14][CH2:13]1.C(N(C(C)C)CC)(C)C.